Dataset: Reaction yield outcomes from USPTO patents with 853,638 reactions. Task: Predict the reaction yield, written as a fraction of the theoretical maximum amount of product (1.0 means a 100% yield; for example, 0.34 means a 34% yield). The reactants are [CH:1]1([N:6]2[CH2:11][CH2:10][N:9]([C:12]([C:14]3[CH:15]=[C:16]4[C:20](=[CH:21][CH:22]=3)[NH:19][C:18]([C:23]([N:25]3[CH2:30][CH2:29][S:28](=[O:32])(=[O:31])[CH2:27][CH2:26]3)=[O:24])=[CH:17]4)=[O:13])[CH2:8][CH2:7]2)[CH2:5][CH2:4][CH2:3][CH2:2]1.[CH3:33][C:34]1[CH:39]=[CH:38][C:37](B(O)O)=[CH:36][CH:35]=1.N1C=CC=CC=1. The catalyst is ClCCl.C([O-])(=O)C.[Cu+2].C([O-])(=O)C. The product is [CH:1]1([N:6]2[CH2:7][CH2:8][N:9]([C:12]([C:14]3[CH:15]=[C:16]4[C:20](=[CH:21][CH:22]=3)[N:19]([C:37]3[CH:38]=[CH:39][C:34]([CH3:33])=[CH:35][CH:36]=3)[C:18]([C:23]([N:25]3[CH2:30][CH2:29][S:28](=[O:31])(=[O:32])[CH2:27][CH2:26]3)=[O:24])=[CH:17]4)=[O:13])[CH2:10][CH2:11]2)[CH2:2][CH2:3][CH2:4][CH2:5]1. The yield is 0.690.